Dataset: Forward reaction prediction with 1.9M reactions from USPTO patents (1976-2016). Task: Predict the product of the given reaction. (1) Given the reactants [NH2:1][C:2]1[N:10]=[C:9]2[C:5]([NH:6][C:7](=[O:11])[NH:8]2)=[C:4]([Cl:12])[N:3]=1.C([O-])([O-])=O.[Cs+].[Cs+].Br[C:20]1[CH:21]=[C:22]([CH:25]=[CH:26][C:27]=1[N+:28]([O-:30])=[O:29])[C:23]#[N:24].CC1(C)C2C(=C(P(C3C=CC=CC=3)C3C=CC=CC=3)C=CC=2)OC2C(P(C3C=CC=CC=3)C3C=CC=CC=3)=CC=CC1=2, predict the reaction product. The product is: [Cl:12][C:4]1[N:3]=[C:2]([NH:1][C:26]2[CH:25]=[C:22]([CH:21]=[CH:20][C:27]=2[N+:28]([O-:30])=[O:29])[C:23]#[N:24])[N:10]=[C:9]2[C:5]=1[NH:6][C:7](=[O:11])[NH:8]2. (2) Given the reactants Cl.[S:2]1[CH:6]=[CH:5][C:4]([C:7]2[S:15][C:14]3[C:13]([NH:16][NH2:17])=[N:12][CH:11]=[N:10][C:9]=3[CH:8]=2)=[CH:3]1.[N:18]1[CH:23]=[CH:22][CH:21]=[C:20]([CH:24]=O)[CH:19]=1, predict the reaction product. The product is: [S:2]1[CH:6]=[CH:5][C:4]([C:7]2[S:15][C:14]3[C:13]([NH:16][N:17]=[CH:24][C:20]4[CH:19]=[N:18][CH:23]=[CH:22][CH:21]=4)=[N:12][CH:11]=[N:10][C:9]=3[CH:8]=2)=[CH:3]1. (3) Given the reactants [NH2:1][C:2]1[CH:3]=[C:4]2[C:9](=[CH:10][C:11]=1[NH:12][CH2:13][CH3:14])[N:8]=[CH:7][N:6]=[C:5]2[N:15]1[CH2:20][CH2:19][N:18]([C:21](=[S:30])[NH:22][CH2:23][C:24]2[CH:29]=[CH:28][CH:27]=[CH:26][CH:25]=2)[CH2:17][CH2:16]1.[CH2:31](N(CC)CC)[CH3:32].C(OC(=O)C)(=O)C.[Cl-].[Na+], predict the reaction product. The product is: [CH2:23]([NH:22][C:21]([N:18]1[CH2:19][CH2:20][N:15]([C:5]2[C:4]3[CH:3]=[C:2]4[N:1]=[C:13]([CH3:14])[N:12]([CH2:31][CH3:32])[C:11]4=[CH:10][C:9]=3[N:8]=[CH:7][N:6]=2)[CH2:16][CH2:17]1)=[S:30])[C:24]1[CH:29]=[CH:28][CH:27]=[CH:26][CH:25]=1. (4) Given the reactants [Cl:1][C:2]1[N:7]=[C:6]([Cl:8])[CH:5]=[C:4]([Cl:9])[N:3]=1.Cl.[CH:11]12[O:18][CH:15]([CH2:16][CH2:17]1)[CH2:14][NH:13][CH2:12]2.CCN(CC)CC, predict the reaction product. The product is: [Cl:1][C:2]1[N:3]=[C:4]([N:13]2[CH2:12][CH:11]3[O:18][CH:15]([CH2:16][CH2:17]3)[CH2:14]2)[CH:5]=[C:6]([Cl:8])[N:7]=1.[Cl:9][C:4]1[CH:5]=[C:6]([Cl:8])[N:7]=[C:2]([N:13]2[CH2:12][CH:11]3[O:18][CH:15]([CH2:16][CH2:17]3)[CH2:14]2)[N:3]=1. (5) Given the reactants O.[NH2:2][NH2:3].[CH2:4]([C:6]1[CH:11]=[C:10]([CH3:12])[CH:9]=[C:8]([CH2:13][CH3:14])[C:7]=1[C:15](=[O:21])[C:16](OCC)=[O:17])[CH3:5], predict the reaction product. The product is: [CH2:4]([C:6]1[CH:11]=[C:10]([CH3:12])[CH:9]=[C:8]([CH2:13][CH3:14])[C:7]=1[C:15](=[O:21])[C:16]([NH:2][NH2:3])=[O:17])[CH3:5].